From a dataset of Catalyst prediction with 721,799 reactions and 888 catalyst types from USPTO. Predict which catalyst facilitates the given reaction. (1) Reactant: [CH3:1][N:2]([CH3:22])[CH:3]1[CH2:8][CH2:7][N:6]([CH:9]2[CH2:12][N:11]([C:13]3[N:18]=[C:17]([CH2:19][OH:20])[CH:16]=[CH:15][C:14]=3[F:21])[CH2:10]2)[CH2:5][CH2:4]1.CC(OI1(OC(C)=O)(OC(C)=O)OC(=O)C2C=CC=CC1=2)=O. Product: [CH3:1][N:2]([CH3:22])[CH:3]1[CH2:4][CH2:5][N:6]([CH:9]2[CH2:10][N:11]([C:13]3[N:18]=[C:17]([CH:19]=[O:20])[CH:16]=[CH:15][C:14]=3[F:21])[CH2:12]2)[CH2:7][CH2:8]1. The catalyst class is: 4. (2) Reactant: [F:1][C:2]1[CH:7]=[CH:6][C:5]([OH:8])=[CH:4][C:3]=1[C@:9]1([CH2:28][F:29])[CH2:14][C@@H:13]([C:15]([F:18])([F:17])[F:16])[O:12][C:11]([NH:19][C:20](=[O:27])[C:21]2[CH:26]=[CH:25][CH:24]=[CH:23][CH:22]=2)=[N:10]1.F[C:31]1[CH:36]=[N:35][CH:34]=[CH:33][N:32]=1.C(=O)([O-])[O-].[Cs+].[Cs+].O. Product: [F:1][C:2]1[CH:7]=[CH:6][C:5]([O:8][C:31]2[CH:36]=[N:35][CH:34]=[CH:33][N:32]=2)=[CH:4][C:3]=1[C@:9]1([CH2:28][F:29])[CH2:14][C@@H:13]([C:15]([F:18])([F:16])[F:17])[O:12][C:11]([NH:19][C:20](=[O:27])[C:21]2[CH:22]=[CH:23][CH:24]=[CH:25][CH:26]=2)=[N:10]1. The catalyst class is: 16.